From a dataset of Forward reaction prediction with 1.9M reactions from USPTO patents (1976-2016). Predict the product of the given reaction. (1) Given the reactants Br[C:2]1[N:7]=[C:6]2[N:8]([CH3:22])[C:9]3[CH2:14][CH2:13][N:12]([C:15]([O:17][C:18]([CH3:21])([CH3:20])[CH3:19])=[O:16])[CH2:11][C:10]=3[C:5]2=[CH:4][CH:3]=1.[CH2:23]([O:30][C:31]1[CH:36]=[CH:35][NH:34][C:33](=[O:37])[CH:32]=1)[C:24]1[CH:29]=[CH:28][CH:27]=[CH:26][CH:25]=1.C([O-])([O-])=O.[Cs+].[Cs+].OC1C=CC=C2C=1N=CC=C2, predict the reaction product. The product is: [CH2:23]([O:30][C:31]1[CH:36]=[CH:35][N:34]([C:2]2[N:7]=[C:6]3[N:8]([CH3:22])[C:9]4[CH2:14][CH2:13][N:12]([C:15]([O:17][C:18]([CH3:21])([CH3:20])[CH3:19])=[O:16])[CH2:11][C:10]=4[C:5]3=[CH:4][CH:3]=2)[C:33](=[O:37])[CH:32]=1)[C:24]1[CH:25]=[CH:26][CH:27]=[CH:28][CH:29]=1. (2) Given the reactants [CH2:1]([O:8][C@H:9]1[CH2:13][N:12]([C:14]([O:16][C:17]([CH3:20])([CH3:19])[CH3:18])=[O:15])[C@H:11]([CH2:21][OH:22])[CH2:10]1)[C:2]1[CH:7]=[CH:6][CH:5]=[CH:4][CH:3]=1.CCN(CC)CC.CCOCC, predict the reaction product. The product is: [CH2:1]([O:8][C@H:9]1[CH2:13][N:12]([C:14]([O:16][C:17]([CH3:18])([CH3:19])[CH3:20])=[O:15])[C@H:11]([CH:21]=[O:22])[CH2:10]1)[C:2]1[CH:7]=[CH:6][CH:5]=[CH:4][CH:3]=1.